From a dataset of Reaction yield outcomes from USPTO patents with 853,638 reactions. Predict the reaction yield, written as a fraction of the theoretical maximum amount of product (1.0 means a 100% yield; for example, 0.34 means a 34% yield). (1) The reactants are Br[C:2]1[CH:7]=[CH:6][C:5]([C:8]2[N:9]([CH2:14][C@@H:15]3[CH2:19][CH2:18][N:17]([C:20]([CH:22]4[CH2:24][CH2:23]4)=[O:21])[CH2:16]3)[C:10](=[O:13])[NH:11][N:12]=2)=[CH:4][CH:3]=1.CC1(C)C(C)(C)OB([C:33]2[CH:48]=[CH:47][C:36]3[N:37](C(OC(C)(C)C)=O)[CH:38]=[N:39][C:35]=3[CH:34]=2)O1.[O-]P([O-])([O-])=O.[K+].[K+].[K+]. The catalyst is CCO.C1C=CC([P]([Pd]([P](C2C=CC=CC=2)(C2C=CC=CC=2)C2C=CC=CC=2)([P](C2C=CC=CC=2)(C2C=CC=CC=2)C2C=CC=CC=2)[P](C2C=CC=CC=2)(C2C=CC=CC=2)C2C=CC=CC=2)(C2C=CC=CC=2)C2C=CC=CC=2)=CC=1. The product is [NH:37]1[C:36]2[CH:47]=[CH:48][C:33]([C:2]3[CH:7]=[CH:6][C:5]([C:8]4[N:9]([CH2:14][C@@H:15]5[CH2:19][CH2:18][N:17]([C:20]([CH:22]6[CH2:24][CH2:23]6)=[O:21])[CH2:16]5)[C:10](=[O:13])[NH:11][N:12]=4)=[CH:4][CH:3]=3)=[CH:34][C:35]=2[N:39]=[CH:38]1. The yield is 0.0670. (2) The product is [OH:12][C:13]1[CH:14]=[CH:15][C:6]([P:4]([O:3][CH2:1][CH3:2])([CH2:19][P:20]([O:25][CH2:26][CH3:27])([O:22][CH2:23][CH3:24])=[O:21])=[O:5])=[CH:7][C:8]=1[C:9]([CH3:18])([CH3:17])[CH2:10][C:11]([OH:16])=[O:28]. The reactants are [CH2:1]([O:3][P:4]([CH2:19][P:20]([O:25][CH2:26][CH3:27])([O:22][CH2:23][CH3:24])=[O:21])([C:6]1[CH:7]=[C:8]2[C:13](=[CH:14][CH:15]=1)[O:12][C:11](=[O:16])[CH2:10][C:9]2([CH3:18])[CH3:17])=[O:5])[CH3:2].[OH-:28].[K+]. The catalyst is CO. The yield is 1.05.